Dataset: Reaction yield outcomes from USPTO patents with 853,638 reactions. Task: Predict the reaction yield, written as a fraction of the theoretical maximum amount of product (1.0 means a 100% yield; for example, 0.34 means a 34% yield). The reactants are [Cl:1][C:2]1[CH:3]=[C:4]2[C:8](=[CH:9][CH:10]=1)[NH:7][CH:6]=[CH:5]2.O=[C:12]1[CH2:17][CH2:16][N:15]([C:18]([O:20][C:21]([CH3:24])([CH3:23])[CH3:22])=[O:19])[CH2:14][CH2:13]1.[OH-].[K+]. The catalyst is CO. The product is [Cl:1][C:2]1[CH:3]=[C:4]2[C:8](=[CH:9][CH:10]=1)[NH:7][CH:6]=[C:5]2[C:12]1[CH2:17][CH2:16][N:15]([C:18]([O:20][C:21]([CH3:24])([CH3:23])[CH3:22])=[O:19])[CH2:14][CH:13]=1. The yield is 0.980.